From a dataset of Reaction yield outcomes from USPTO patents with 853,638 reactions. Predict the reaction yield, written as a fraction of the theoretical maximum amount of product (1.0 means a 100% yield; for example, 0.34 means a 34% yield). (1) The reactants are Br[C:2]1[CH:7]=[CH:6][C:5]2[C:8]3[CH2:14][CH2:13][N:12]([C:15]([O:17][C:18]([CH3:21])([CH3:20])[CH3:19])=[O:16])[CH2:11][CH2:10][C:9]=3[S:22][C:4]=2[CH:3]=1.[CH2:23]([O:30][C:31]1[CH:36]=[CH:35][NH:34][C:33](=[O:37])[CH:32]=1)[C:24]1[CH:29]=[CH:28][CH:27]=[CH:26][CH:25]=1. No catalyst specified. The product is [CH2:23]([O:30][C:31]1[CH:36]=[CH:35][N:34]([C:2]2[CH:7]=[CH:6][C:5]3[C:8]4[CH2:14][CH2:13][N:12]([C:15]([O:17][C:18]([CH3:21])([CH3:20])[CH3:19])=[O:16])[CH2:11][CH2:10][C:9]=4[S:22][C:4]=3[CH:3]=2)[C:33](=[O:37])[CH:32]=1)[C:24]1[CH:25]=[CH:26][CH:27]=[CH:28][CH:29]=1. The yield is 0.380. (2) The reactants are [Cl:1][C:2]1[CH:3]=[C:4]2[C:9](=[CH:10][CH:11]=1)[NH:8][C:7](=[O:12])[C:6]([C@@H:13]([NH:15][S@](C(C)(C)C)=O)[CH3:14])=[CH:5]2.Cl.C(OCC)C. The catalyst is CO. The product is [ClH:1].[NH2:15][C@H:13]([C:6]1[C:7](=[O:12])[NH:8][C:9]2[C:4]([CH:5]=1)=[CH:3][C:2]([Cl:1])=[CH:11][CH:10]=2)[CH3:14]. The yield is 0.420. (3) The reactants are [O:1]=[C:2]1[NH:6][CH:5]([CH2:7][CH2:8][C:9]([OH:11])=[O:10])[CH:4]([C:12]2[CH:17]=[CH:16][CH:15]=[CH:14][CH:13]=2)[CH2:3]1.[O:18]1[C:23]2[CH:24]=[CH:25][CH:26]=[C:27]([N:28]3[CH2:33][CH2:32][NH:31][CH2:30][CH2:29]3)[C:22]=2[O:21][CH2:20][CH2:19]1.Cl.[OH-].[Na+]. The catalyst is C(Cl)Cl. The product is [O:18]1[C:23]2[CH:24]=[CH:25][CH:26]=[C:27]([N:28]3[CH2:33][CH2:32][N:31]([C:2](=[O:1])[CH2:3][CH:4]([CH:5]4[NH:6][C:9](=[O:10])[CH2:8][CH2:7]4)[C:12]4[CH:17]=[CH:16][CH:15]=[CH:14][CH:13]=4)[CH2:30][CH2:29]3)[C:22]=2[O:21][CH2:20][CH2:19]1.[O:18]1[C:23]2[CH:24]=[CH:25][CH:26]=[C:27]([N:28]3[CH2:33][CH2:32][N:31]([C:9](=[O:11])[CH2:8][CH2:7][CH:5]4[NH:6][C:2](=[O:1])[CH2:3][CH:4]4[C:12]4[CH:17]=[CH:16][CH:15]=[CH:14][CH:13]=4)[CH2:30][CH2:29]3)[C:22]=2[O:21][CH2:20][CH2:19]1. The yield is 0.127. (4) The reactants are [H-].[Na+].C(O)C.Cl.[Cl:7][C:8]1[CH:9]=[C:10]([O:16][CH2:17][C:18]([O:20][CH2:21][CH3:22])=[O:19])[C:11]([C:14]#[N:15])=[N:12][CH:13]=1. The catalyst is C1(C)C=CC=CC=1. The product is [NH2:15][C:14]1[C:11]2=[N:12][CH:13]=[C:8]([Cl:7])[CH:9]=[C:10]2[O:16][C:17]=1[C:18]([O:20][CH2:21][CH3:22])=[O:19]. The yield is 0.760. (5) The reactants are [CH:1]1[C:13]2[CH:12]([CH2:14][O:15][C:16]([NH:18][C@H:19]([C:23](O)=[O:24])[CH:20]([CH3:22])[CH3:21])=[O:17])[C:11]3[C:6](=[CH:7][CH:8]=[CH:9][CH:10]=3)[C:5]=2[CH:4]=[CH:3][CH:2]=1.ClC1N=C(OC)N=C(OC)N=1.CN1CCOCC1.Cl.[CH3:45][O:46][C@@H:47]([C@@H:56]([NH:61][CH3:62])[C@@H:57]([CH3:60])[CH2:58][CH3:59])[CH2:48][C:49]([O:51][C:52]([CH3:55])([CH3:54])[CH3:53])=[O:50]. The catalyst is CC1CCCO1. The product is [CH:10]1[C:11]2[CH:12]([CH2:14][O:15][C:16]([NH:18][C@H:19]([C:23]([N:61]([CH3:62])[C@@H:56]([C@@H:57]([CH3:60])[CH2:58][CH3:59])[C@H:47]([O:46][CH3:45])[CH2:48][C:49]([O:51][C:52]([CH3:55])([CH3:54])[CH3:53])=[O:50])=[O:24])[CH:20]([CH3:21])[CH3:22])=[O:17])[C:13]3[C:5](=[CH:4][CH:3]=[CH:2][CH:1]=3)[C:6]=2[CH:7]=[CH:8][CH:9]=1. The yield is 0.910. (6) The reactants are [CH:1]1([C@@H:5]([NH2:7])[CH3:6])[CH2:4][CH2:3][CH2:2]1.[CH:8](=O)[C:9]1[CH:14]=[CH:13][CH:12]=[CH:11][CH:10]=1.[BH-](OC(C)=O)(OC(C)=O)OC(C)=O.[Na+]. The catalyst is CO. The product is [CH2:8]([NH:7][C@H:5]([CH:1]1[CH2:4][CH2:3][CH2:2]1)[CH3:6])[C:9]1[CH:14]=[CH:13][CH:12]=[CH:11][CH:10]=1. The yield is 0.700. (7) The reactants are Br[C:2]1[CH:3]=[N:4][CH:5]=[C:6]2[C:11]=1[N:10]=[C:9]([C:12]([NH:14][CH2:15][C:16]([F:19])([F:18])[F:17])=[O:13])[CH:8]=[CH:7]2.[F:20][C:21]1[CH:26]=[CH:25][CH:24]=[CH:23][C:22]=1B(O)O.C(=O)([O-])[O-].[Cs+].[Cs+]. The catalyst is O1CCOCC1.O.C1(P([C-]2C=CC=C2)C2C=CC=CC=2)C=CC=CC=1.[C-]1(P(C2C=CC=CC=2)C2C=CC=CC=2)C=CC=C1.[Fe+2].[Pd](Cl)Cl. The product is [F:20][C:21]1[CH:26]=[CH:25][CH:24]=[CH:23][C:22]=1[C:2]1[CH:3]=[N:4][CH:5]=[C:6]2[C:11]=1[N:10]=[C:9]([C:12]([NH:14][CH2:15][C:16]([F:19])([F:18])[F:17])=[O:13])[CH:8]=[CH:7]2. The yield is 0.750. (8) The reactants are [CH:1]1([C@H:4]([O:6][C:7](=[O:31])[NH:8][C:9]2[CH:14]=[CH:13][C:12]([C:15]3[N:16]([CH:27]4[CH2:30][CH2:29][CH2:28]4)[C:17]4[C:22]([C:23]=3[C:24]#[N:25])=[CH:21][CH:20]=[C:19]([OH:26])[CH:18]=4)=[CH:11][CH:10]=2)[CH3:5])[CH2:3][CH2:2]1.C([O-])([O-])=O.[Cs+].[Cs+].Cl[C:39]1[N:44]=[CH:43][CH:42]=[CH:41][N:40]=1.O. The catalyst is CN(C=O)C. The product is [CH:1]1([C@H:4]([O:6][C:7](=[O:31])[NH:8][C:9]2[CH:14]=[CH:13][C:12]([C:15]3[N:16]([CH:27]4[CH2:28][CH2:29][CH2:30]4)[C:17]4[C:22]([C:23]=3[C:24]#[N:25])=[CH:21][CH:20]=[C:19]([O:26][C:39]3[N:44]=[CH:43][CH:42]=[CH:41][N:40]=3)[CH:18]=4)=[CH:11][CH:10]=2)[CH3:5])[CH2:3][CH2:2]1. The yield is 0.740.